Task: Predict the product of the given reaction.. Dataset: Forward reaction prediction with 1.9M reactions from USPTO patents (1976-2016) (1) Given the reactants Br[C:2]1[CH:25]=[CH:24][C:5]([C:6]([N:8]([CH2:13][C:14]2[CH:23]=[CH:22][C:17]([C:18]([O:20][CH3:21])=[O:19])=[CH:16][CH:15]=2)[CH2:9][CH:10]2[CH2:12][CH2:11]2)=[O:7])=[CH:4][CH:3]=1.[F:26][C:27]1[C:28]([O:34][CH3:35])=[C:29]([OH:33])[CH:30]=[CH:31][CH:32]=1, predict the reaction product. The product is: [CH:10]1([CH2:9][N:8]([CH2:13][C:14]2[CH:23]=[CH:22][C:17]([C:18]([O:20][CH3:21])=[O:19])=[CH:16][CH:15]=2)[C:6](=[O:7])[C:5]2[CH:24]=[CH:25][C:2]([O:33][C:29]3[CH:30]=[CH:31][CH:32]=[C:27]([F:26])[C:28]=3[O:34][CH3:35])=[CH:3][CH:4]=2)[CH2:12][CH2:11]1. (2) Given the reactants [NH2:1][C:2]1[CH:3]=[C:4]([CH:21]=[CH:22][C:23]=1[F:24])[O:5][C:6]1[CH:7]=[CH:8][C:9]2[N:10]([CH:12]=[C:13]([NH:15][C:16]([CH:18]3[CH2:20][CH2:19]3)=[O:17])[N:14]=2)[N:11]=1.[F:25][C:26]([F:37])([F:36])[C:27]1[CH:28]=[C:29]([CH:33]=[CH:34][CH:35]=1)[C:30](O)=[O:31].ON1C2C=CC=CC=2N=N1.Cl.C(N=C=NCCCN(C)C)C, predict the reaction product. The product is: [CH:18]1([C:16]([NH:15][C:13]2[N:14]=[C:9]3[CH:8]=[CH:7][C:6]([O:5][C:4]4[CH:21]=[CH:22][C:23]([F:24])=[C:2]([NH:1][C:30](=[O:31])[C:29]5[CH:33]=[CH:34][CH:35]=[C:27]([C:26]([F:25])([F:36])[F:37])[CH:28]=5)[CH:3]=4)=[N:11][N:10]3[CH:12]=2)=[O:17])[CH2:20][CH2:19]1. (3) Given the reactants [Br:1][C:2]1[CH:3]=[C:4]([CH:9]=[C:10]([Br:14])[C:11]=1[CH2:12]Br)[C:5]([O:7][CH3:8])=[O:6].C[N+]1([O-])CC[O:19]CC1, predict the reaction product. The product is: [Br:1][C:2]1[CH:3]=[C:4]([CH:9]=[C:10]([Br:14])[C:11]=1[CH:12]=[O:19])[C:5]([O:7][CH3:8])=[O:6]. (4) Given the reactants [NH2:1][C:2]1[CH:7]=[C:6]([Cl:8])[C:5]([OH:9])=[C:4]([Cl:10])[CH:3]=1.[CH:11]1([CH3:24])[CH2:16][CH2:15][CH:14]([CH:17]([CH3:19])[CH3:18])[CH:13]([O:20][C:21](Cl)=[O:22])[CH2:12]1, predict the reaction product. The product is: [CH:17]([CH:14]1[CH2:15][CH2:16][CH:11]([CH3:24])[CH2:12][CH:13]1[O:20][C:21](=[O:22])[NH:1][C:2]1[CH:7]=[C:6]([Cl:8])[C:5]([OH:9])=[C:4]([Cl:10])[CH:3]=1)([CH3:18])[CH3:19]. (5) Given the reactants [OH:1][C:2]([C:5]1[CH:6]=[CH:7][C:8]2[C:9]3[N:30]=[CH:29][C:28]([C:31]4[N:35]([CH3:36])[N:34]=[N:33][C:32]=4[NH:37][C:38](=O)OC(C)(C)C)=[CH:27][C:10]=3[N:11]([C@H:14]([C:21]3[CH:26]=[CH:25][CH:24]=[CH:23][CH:22]=3)[CH:15]3[CH2:20][CH2:19][O:18][CH2:17][CH2:16]3)[C:12]=2[CH:13]=1)([CH3:4])[CH3:3].[H-].[Na+].IC, predict the reaction product. The product is: [CH3:36][N:35]1[C:31]([C:28]2[CH:29]=[N:30][C:9]3[C:8]4[CH:7]=[CH:6][C:5]([C:2]([OH:1])([CH3:4])[CH3:3])=[CH:13][C:12]=4[N:11]([C@@H:14]([CH:15]4[CH2:16][CH2:17][O:18][CH2:19][CH2:20]4)[C:21]4[CH:22]=[CH:23][CH:24]=[CH:25][CH:26]=4)[C:10]=3[CH:27]=2)=[C:32]([NH:37][CH3:38])[N:33]=[N:34]1. (6) Given the reactants [NH2:1][CH:2]1[CH2:7][CH2:6][N:5]([CH2:8][CH2:9][N:10]2[C:19]3[C:14](=[CH:15][CH:16]=[C:17]([O:20][CH3:21])[CH:18]=3)[N:13]=[CH:12][C:11]2=[O:22])[CH2:4][CH2:3]1.[CH:23]([C:25]1[CH:26]=[CH:27][C:28]([CH3:39])=[C:29]([NH:31][C:32](=[O:38])[O:33][C:34]([CH3:37])([CH3:36])[CH3:35])[CH:30]=1)=O.C(O[BH-](OC(=O)C)OC(=O)C)(=O)C.[Na+].C(=O)([O-])O.[Na+], predict the reaction product. The product is: [CH3:21][O:20][C:17]1[CH:18]=[C:19]2[C:14]([N:13]=[CH:12][C:11](=[O:22])[N:10]2[CH2:9][CH2:8][N:5]2[CH2:4][CH2:3][CH:2]([NH:1][CH2:23][C:25]3[CH:26]=[CH:27][C:28]([CH3:39])=[C:29]([NH:31][C:32](=[O:38])[O:33][C:34]([CH3:35])([CH3:36])[CH3:37])[CH:30]=3)[CH2:7][CH2:6]2)=[CH:15][CH:16]=1.